This data is from Full USPTO retrosynthesis dataset with 1.9M reactions from patents (1976-2016). The task is: Predict the reactants needed to synthesize the given product. (1) The reactants are: [C:1]1([C:7]#[C:8][C:9]2[N:14]=[C:13]([C:15]([OH:17])=O)[CH:12]=[CH:11][CH:10]=2)[CH:6]=[CH:5][CH:4]=[CH:3][CH:2]=1.CN(C(ON1N=NC2C=CC=CC1=2)=[N+](C)C)C.F[P-](F)(F)(F)(F)F.[NH:42]1[CH:46]=[CH:45][N:44]=[C:43]1[NH:47][C:48]([C:50]1[C:58]2[NH:57][C:56]([NH2:59])=[N:55][C:54]=2[CH:53]=[CH:52][CH:51]=1)=[O:49].C([O-])(O)=O.[Na+]. Given the product [NH:44]1[CH:45]=[CH:46][N:42]=[C:43]1[NH:47][C:48]([C:50]1[C:58]2[N:57]=[C:56]([NH:59][C:15]([C:13]3[CH:12]=[CH:11][CH:10]=[C:9]([C:8]#[C:7][C:1]4[CH:2]=[CH:3][CH:4]=[CH:5][CH:6]=4)[N:14]=3)=[O:17])[NH:55][C:54]=2[CH:53]=[CH:52][CH:51]=1)=[O:49], predict the reactants needed to synthesize it. (2) Given the product [CH2:9]1[C:10]2[C:15](=[CH:14][C:13]([C:17]3([OH:25])[CH2:22][C@@H:21]([CH3:23])[O:20][C@@H:19]([CH3:24])[CH2:18]3)=[CH:12][CH:11]=2)[CH2:16][NH:8]1, predict the reactants needed to synthesize it. The reactants are: C([N:8]1[CH2:16][C:15]2[C:10](=[CH:11][CH:12]=[C:13]([C:17]3([OH:25])[CH2:22][C@@H:21]([CH3:23])[O:20][C@@H:19]([CH3:24])[CH2:18]3)[CH:14]=2)[CH2:9]1)C1C=CC=CC=1.[H][H]. (3) Given the product [C:1]([C:5]1[CH:23]=[CH:22][C:8]([C:9]([NH:11][C:12]2[N:13]=[C:14]3[CH:19]=[CH:18][C:17]([C:28]4[CH:27]=[N:26][N:25]([CH3:24])[CH:29]=4)=[N:16][N:15]3[CH:21]=2)=[O:10])=[CH:7][CH:6]=1)([CH3:4])([CH3:3])[CH3:2], predict the reactants needed to synthesize it. The reactants are: [C:1]([C:5]1[CH:23]=[CH:22][C:8]([C:9]([NH:11][C:12]2[N:13]=[C:14]3[CH:19]=[CH:18][C:17](I)=[N:16][N:15]3[CH:21]=2)=[O:10])=[CH:7][CH:6]=1)([CH3:4])([CH3:3])[CH3:2].[CH3:24][N:25]1[CH:29]=[C:28](B2OC(C)(C)C(C)(C)O2)[CH:27]=[N:26]1.C(=O)([O-])[O-].[Na+].[Na+].C1(P(C2C=CC=CC=2)C2C=CC=CC=2)C=CC=CC=1. (4) Given the product [C:15]([O:14][C:13](=[O:19])[NH:12][C@H:8]([C:4]1[CH:3]=[C:2]([C:25]2[N:21]([CH3:20])[N:22]=[CH:23][C:24]=2[N+:26]([O-:28])=[O:27])[CH:7]=[CH:6][N:5]=1)[CH2:9][CH:10]=[CH2:11])([CH3:18])([CH3:17])[CH3:16], predict the reactants needed to synthesize it. The reactants are: Cl[C:2]1[CH:7]=[CH:6][N:5]=[C:4]([C@@H:8]([NH:12][C:13](=[O:19])[O:14][C:15]([CH3:18])([CH3:17])[CH3:16])[CH2:9][CH:10]=[CH2:11])[CH:3]=1.[CH3:20][N:21]1[CH:25]=[C:24]([N+:26]([O-:28])=[O:27])[CH:23]=[N:22]1.C12(P(C34CC5CC(CC(C5)C3)C4)CCCC)CC3CC(CC(C3)C1)C2.C(O)(=O)C(C)(C)C.C([O-])([O-])=O.[K+].[K+]. (5) Given the product [OH:1][C@:2]12[CH2:18][CH2:17][C@H:16]([C:19]3[CH:20]=[CH:21][C:22](=[O:25])[O:23][CH:24]=3)[C@@:15]1([CH3:26])[CH2:14][CH2:13][C@H:12]1[C@H:3]2[CH2:4][CH2:5][C@H:6]2[C@:11]1([CH3:27])[CH2:10][CH2:9][CH:8]([N:29]1[CH2:33][CH2:32][CH2:31][CH2:30]1)[CH2:7]2, predict the reactants needed to synthesize it. The reactants are: [OH:1][C@:2]12[CH2:18][CH2:17][C@H:16]([C:19]3[CH:20]=[CH:21][C:22](=[O:25])[O:23][CH:24]=3)[C@@:15]1([CH3:26])[CH2:14][CH2:13][C@H:12]1[C@H:3]2[CH2:4][CH2:5][C@H:6]2[C@:11]1([CH3:27])[CH2:10][CH2:9][C:8](=O)[CH2:7]2.[NH:29]1[CH2:33][CH2:32][CH2:31][CH2:30]1.[BH3-]C#N.[Na+].CC(O)=O. (6) Given the product [Cl:21][C:22]1[N:23]=[CH:24][N:25]([C:27]2[CH:33]=[CH:32][C:30]([NH:31][C:2]3[N:3]=[C:4]([N:18]([CH3:20])[CH3:19])[C:5]4[CH2:10][CH2:9][CH:8]([C:11]5[CH:16]=[CH:15][C:14]([Cl:17])=[CH:13][CH:12]=5)[C:6]=4[N:7]=3)=[CH:29][C:28]=2[O:34][CH3:35])[CH:26]=1, predict the reactants needed to synthesize it. The reactants are: Cl[C:2]1[N:3]=[C:4]([N:18]([CH3:20])[CH3:19])[C:5]2[CH2:10][CH2:9][CH:8]([C:11]3[CH:16]=[CH:15][C:14]([Cl:17])=[CH:13][CH:12]=3)[C:6]=2[N:7]=1.[Cl:21][C:22]1[N:23]=[CH:24][N:25]([C:27]2[CH:33]=[CH:32][C:30]([NH2:31])=[CH:29][C:28]=2[O:34][CH3:35])[CH:26]=1.